Task: Predict the product of the given reaction.. Dataset: Forward reaction prediction with 1.9M reactions from USPTO patents (1976-2016) (1) Given the reactants [N+:1]([C:4]1[CH:5]=[C:6]([CH:15]=[CH:16][C:17]=1[N+:18]([O-])=O)[CH2:7][N:8]1[CH2:13][CH2:12][N:11]([CH3:14])[CH2:10][CH2:9]1)([O-])=O, predict the reaction product. The product is: [NH2:1][C:4]1[CH:5]=[C:6]([CH:15]=[CH:16][C:17]=1[NH2:18])[CH2:7][N:8]1[CH2:13][CH2:12][N:11]([CH3:14])[CH2:10][CH2:9]1. (2) The product is: [CH3:10][O:9][C:6]1[CH:7]=[CH:8][C:3]([CH2:2][S:18][C:14]2[CH:13]=[C:12]([NH2:11])[CH:17]=[CH:16][CH:15]=2)=[CH:4][CH:5]=1. Given the reactants Cl[CH2:2][C:3]1[CH:8]=[CH:7][C:6]([O:9][CH3:10])=[CH:5][CH:4]=1.[NH2:11][C:12]1[CH:13]=[C:14]([SH:18])[CH:15]=[CH:16][CH:17]=1, predict the reaction product. (3) Given the reactants [C:1]1([CH2:7][CH2:8][C:9]([NH2:11])=[O:10])[CH:6]=[CH:5][CH:4]=[CH:3][CH:2]=1.[CH2:12]([N:14]([CH2:23][CH3:24])[C:15]1[CH:22]=[CH:21][C:18]([CH:19]=O)=[CH:17][CH:16]=1)[CH3:13], predict the reaction product. The product is: [CH2:12]([N:14]([CH2:23][CH3:24])[C:15]1[CH:22]=[CH:21][C:18]([CH:19]([NH:11][C:9](=[O:10])[CH2:8][CH2:7][C:1]2[CH:6]=[CH:5][CH:4]=[CH:3][CH:2]=2)[NH:11][C:9](=[O:10])[CH2:8][CH2:7][C:1]2[CH:6]=[CH:5][CH:4]=[CH:3][CH:2]=2)=[CH:17][CH:16]=1)[CH3:13]. (4) Given the reactants Cl.[CH2:2]([O:4][C:5](=[O:9])[CH2:6][CH2:7][NH2:8])[CH3:3].[F:10][C:11]1[CH:18]=[CH:17][C:14]([CH:15]=O)=[CH:13][CH:12]=1.C([O-])(=O)C.[Na+].C([BH3-])#N.[Na+], predict the reaction product. The product is: [CH2:2]([O:4][C:5](=[O:9])[CH2:6][CH2:7][NH:8][CH2:15][C:14]1[CH:17]=[CH:18][C:11]([F:10])=[CH:12][CH:13]=1)[CH3:3]. (5) Given the reactants C([NH:8][C@@H:9]1[CH2:14][CH2:13][C@H:12]([NH:15][C:16]2[CH:17]=[CH:18][CH:19]=[C:20]([N:23]([CH3:25])[CH3:24])[N+:21]=2[O-])[CH2:11][CH2:10]1)C1C=CC=CC=1, predict the reaction product. The product is: [NH2:8][C@@H:9]1[CH2:10][CH2:11][C@H:12]([NH:15][C:16]2[N:21]=[C:20]([N:23]([CH3:25])[CH3:24])[CH:19]=[CH:18][CH:17]=2)[CH2:13][CH2:14]1. (6) Given the reactants [CH3:1][C:2]1[C:3]([C:9](=[N:16][O:17][CH2:18][C:19]2[N:24]=[C:23]([N:25]3C(=O)C4C(=CC=CC=4)C3=O)[CH:22]=[CH:21][CH:20]=2)[C:10]2[CH:15]=[CH:14][CH:13]=[CH:12][CH:11]=2)=[N:4][C:5]([CH3:8])=[CH:6][N:7]=1.O.NN, predict the reaction product. The product is: [CH3:1][C:2]1[C:3]([C:9](=[N:16][O:17][CH2:18][C:19]2[N:24]=[C:23]([NH2:25])[CH:22]=[CH:21][CH:20]=2)[C:10]2[CH:11]=[CH:12][CH:13]=[CH:14][CH:15]=2)=[N:4][C:5]([CH3:8])=[CH:6][N:7]=1. (7) Given the reactants Cl[C:2]1[CH:7]=[C:6]([Cl:8])[N:5]=[C:4]([NH2:9])[N:3]=1.[NH2:10][C:11]1[CH:18]=[CH:17][C:14]([CH2:15][OH:16])=[CH:13][CH:12]=1.C(N(CC)C(C)C)(C)C.Cl, predict the reaction product. The product is: [NH2:9][C:4]1[N:3]=[C:2]([NH:10][C:11]2[CH:18]=[CH:17][C:14]([CH2:15][OH:16])=[CH:13][CH:12]=2)[CH:7]=[C:6]([Cl:8])[N:5]=1.